From a dataset of Full USPTO retrosynthesis dataset with 1.9M reactions from patents (1976-2016). Predict the reactants needed to synthesize the given product. (1) The reactants are: Br.[NH2:2][CH:3]([CH2:7][C:8]1[CH:9]=[CH:10][C:11]2[NH:12][C:13]3[C:18]([C:19]=2[CH:20]=1)=[CH:17][CH:16]=[CH:15][CH:14]=3)[C:4]([OH:6])=[O:5].C(=O)([O-])O.[Na+].O1CCOCC1.Cl[C:33]([O:35][CH2:36][CH:37]1[C:49]2[CH:48]=[CH:47][CH:46]=[CH:45][C:44]=2[C:43]2[C:38]1=[CH:39][CH:40]=[CH:41][CH:42]=2)=[O:34]. Given the product [CH:10]1[C:11]2[NH:12][C:13]3[C:18](=[CH:17][CH:16]=[CH:15][CH:14]=3)[C:19]=2[CH:20]=[C:8]([CH2:7][CH:3]([NH:2][C:33]([O:35][CH2:36][CH:37]2[C:38]3[CH:39]=[CH:40][CH:41]=[CH:42][C:43]=3[C:44]3[C:49]2=[CH:48][CH:47]=[CH:46][CH:45]=3)=[O:34])[C:4]([OH:6])=[O:5])[CH:9]=1, predict the reactants needed to synthesize it. (2) Given the product [F:24][C:18]1[CH:19]=[CH:20][CH:21]=[C:22]([F:23])[C:17]=1[NH:16][C:14]([C:11]1[CH:12]=[CH:13][N:9]([CH2:8][C:3]2[CH:4]=[CH:5][CH:6]=[CH:7][C:2]=2[O:32][C:29]2[CH:30]=[CH:31][C:26]([F:25])=[CH:27][CH:28]=2)[N:10]=1)=[O:15], predict the reactants needed to synthesize it. The reactants are: Br[C:2]1[CH:7]=[CH:6][CH:5]=[CH:4][C:3]=1[CH2:8][N:9]1[CH:13]=[CH:12][C:11]([C:14]([NH:16][C:17]2[C:22]([F:23])=[CH:21][CH:20]=[CH:19][C:18]=2[F:24])=[O:15])=[N:10]1.[F:25][C:26]1[CH:31]=[CH:30][C:29]([OH:32])=[CH:28][CH:27]=1.C(=O)([O-])[O-].[Cs+].[Cs+]. (3) Given the product [Cl:1][C:2]1[CH:3]=[C:4]([C:12]2[O:16][N:15]=[C:14]([C:17]3[CH:18]=[CH:19][C:20]([CH2:26][CH2:27][C:28]([OH:30])=[O:29])=[C:21]4[C:25]=3[NH:24][CH:23]=[CH:22]4)[N:13]=2)[CH:5]=[CH:6][C:7]=1[O:8][CH:9]([CH3:11])[CH3:10], predict the reactants needed to synthesize it. The reactants are: [Cl:1][C:2]1[CH:3]=[C:4]([C:12]2[O:16][N:15]=[C:14]([C:17]3[CH:18]=[CH:19][C:20]([CH2:26][CH2:27][C:28]([O:30]CC)=[O:29])=[C:21]4[C:25]=3[NH:24][CH:23]=[CH:22]4)[N:13]=2)[CH:5]=[CH:6][C:7]=1[O:8][CH:9]([CH3:11])[CH3:10].[OH-].[Na+].Cl. (4) Given the product [NH2:12][C@H:13]([CH2:19][C:20]1[CH:25]=[C:24]([F:26])[C:23]([F:27])=[CH:22][C:21]=1[F:28])[CH2:14][C:15]([O:17][CH3:18])=[O:16], predict the reactants needed to synthesize it. The reactants are: C(O)(=O)[C@@H](C1C=CC=CC=1)O.[NH2:12][C@H:13]([CH2:19][C:20]1[CH:25]=[C:24]([F:26])[C:23]([F:27])=[CH:22][C:21]=1[F:28])[CH2:14][C:15]([O:17][CH3:18])=[O:16].C([O-])([O-])=O.[Na+].[Na+]. (5) Given the product [CH2:27]([O:15][C:13]([CH:12]1[CH2:10][CH:11]([C:24]2[CH:23]=[CH:20][CH:19]=[C:18]([F:17])[CH:25]=2)[C:3]2[C:4](=[CH:6][C:7]([Cl:9])=[CH:8][C:2]=2[Cl:1])[NH:5]1)=[O:14])[CH3:28], predict the reactants needed to synthesize it. The reactants are: [Cl:1][C:2]1[CH:3]=[C:4]([CH:6]=[C:7]([Cl:9])[CH:8]=1)[NH2:5].[CH2:10]([C:12](=O)[C:13]([O-:15])=[O:14])[CH3:11].[F:17][C:18]1[CH:19]=[C:20]([CH:23]=[CH:24][CH:25]=1)C=C.F[C:27](F)(F)[C:28](O)=O. (6) Given the product [NH2:1][CH:2]([CH2:6][CH:7]([CH3:9])[CH3:8])[C:3]([O:5][CH3:11])=[O:4], predict the reactants needed to synthesize it. The reactants are: [NH2:1][CH:2]([CH2:6][CH:7]([CH3:9])[CH3:8])[C:3]([OH:5])=[O:4].Cl.[CH3:11]O. (7) Given the product [CH3:57][C:56]1[C:55]2[CH2:54][CH2:58][CH2:59][C:60]=2[C:37]2[O:36][CH:40]([CH2:41][NH:42][C:43](=[O:52])[O:44][CH2:45][C:46]3[CH:47]=[CH:48][CH:49]=[CH:50][CH:51]=3)[CH2:39][C:38]=2[CH:53]=1, predict the reactants needed to synthesize it. The reactants are: CC1C2CCCC=2C2OC(CN)CC=2C=1.C(N(C(C)C)CC)(C)C.ClC(OCC1C=CC=CC=1)=O.[O:36]1[CH:40]([CH2:41][NH:42][C:43](=[O:52])[O:44][CH2:45][C:46]2[CH:51]=[CH:50][CH:49]=[CH:48][CH:47]=2)[CH2:39][C:38]2[CH:53]=[CH:54][C:55]3[CH2:56][CH2:57][CH2:58][CH2:59][C:60]=3[C:37]1=2. (8) Given the product [OH:41][C:38]([CH3:39])([CH3:40])[CH2:37][C@@:28]1([C:31]2[CH:32]=[CH:33][CH:34]=[CH:35][CH:36]=2)[O:27][C:26](=[O:42])[N:25]([C@H:23]([C:20]2[CH:19]=[CH:18][C:17]([C:14]3[N:13]=[N:12][C:11]([C:8]4([C:6]([OH:7])=[O:5])[CH2:10][CH2:9]4)=[CH:16][CH:15]=3)=[CH:22][CH:21]=2)[CH3:24])[CH2:30][CH2:29]1, predict the reactants needed to synthesize it. The reactants are: [OH-].[Na+].C([O:5][C:6]([C:8]1([C:11]2[N:12]=[N:13][C:14]([C:17]3[CH:22]=[CH:21][C:20]([CH:23]([N:25]4[CH2:30][CH2:29][C:28]([CH2:37][C:38]([OH:41])([CH3:40])[CH3:39])([C:31]5[CH:36]=[CH:35][CH:34]=[CH:33][CH:32]=5)[O:27][C:26]4=[O:42])[CH3:24])=[CH:19][CH:18]=3)=[CH:15][CH:16]=2)[CH2:10][CH2:9]1)=[O:7])C.Cl.